From a dataset of Forward reaction prediction with 1.9M reactions from USPTO patents (1976-2016). Predict the product of the given reaction. (1) Given the reactants CS(C)=O.C(Cl)(=O)C(Cl)=O.[OH:11][CH2:12][C:13]([C:16]1[O:20][N:19]=[C:18]([NH:21][C:22]([NH:24][C:25]2[CH:30]=[CH:29][C:28]([C:31]3[N:32]=[C:33]4[N:37]([CH:38]=3)[C:36]3[CH:39]=[CH:40][C:41]([O:43][CH2:44][CH2:45][N:46]5[CH2:51][CH2:50][O:49][CH2:48][CH2:47]5)=[CH:42][C:35]=3[S:34]4)=[CH:27][CH:26]=2)=[O:23])[CH:17]=1)([CH3:15])[CH3:14].C(N(CC)CC)C, predict the reaction product. The product is: [CH3:15][C:13]([C:16]1[O:20][N:19]=[C:18]([NH:21][C:22]([NH:24][C:25]2[CH:26]=[CH:27][C:28]([C:31]3[N:32]=[C:33]4[N:37]([CH:38]=3)[C:36]3[CH:39]=[CH:40][C:41]([O:43][CH2:44][CH2:45][N:46]5[CH2:47][CH2:48][O:49][CH2:50][CH2:51]5)=[CH:42][C:35]=3[S:34]4)=[CH:29][CH:30]=2)=[O:23])[CH:17]=1)([CH3:14])[CH:12]=[O:11]. (2) Given the reactants ClC(Cl)(Cl)CO[C:5](=[O:27])[NH:6][C:7]1[N:8]([C:16]2[CH:21]=[CH:20][CH:19]=[C:18]([O:22][C@@H:23]([CH3:26])[CH2:24][OH:25])[CH:17]=2)[N:9]=[C:10]([C:12]([CH3:15])([CH3:14])[CH3:13])[CH:11]=1.[CH3:30][C@H:31]1[CH2:36][CH2:35][CH2:34][CH2:33][N:32]1[C:37]1[N:41]2[CH:42]=[C:43]([O:46][C@H:47]3[C:56]4[C:51](=[CH:52][CH:53]=[CH:54][CH:55]=4)[C@@H:50]([NH2:57])[CH2:49][CH2:48]3)[CH:44]=[CH:45][C:40]2=[N:39][N:38]=1.CCN(C(C)C)C(C)C, predict the reaction product. The product is: [C:12]([C:10]1[CH:11]=[C:7]([NH:6][C:5]([NH:57][C@@H:50]2[C:51]3[C:56](=[CH:55][CH:54]=[CH:53][CH:52]=3)[C@H:47]([O:46][C:43]3[CH:44]=[CH:45][C:40]4[N:41]([C:37]([N:32]5[CH2:33][CH2:34][CH2:35][CH2:36][C@@H:31]5[CH3:30])=[N:38][N:39]=4)[CH:42]=3)[CH2:48][CH2:49]2)=[O:27])[N:8]([C:16]2[CH:21]=[CH:20][CH:19]=[C:18]([O:22][C@@H:23]([CH3:26])[CH2:24][OH:25])[CH:17]=2)[N:9]=1)([CH3:15])([CH3:13])[CH3:14]. (3) Given the reactants [O:1]1[CH2:6][CH2:5][CH:4]([CH:7]2[NH:11][CH:10]([C:12]([OH:14])=[O:13])[CH2:9][S:8]2)[CH2:3][CH2:2]1.C([O-])(O)=O.[Na+].[O:20](C(OC(C)(C)C)=O)[C:21]([O:23][C:24]([CH3:27])([CH3:26])[CH3:25])=O.C(O)(=O)CC(CC(O)=O)(C(O)=O)O, predict the reaction product. The product is: [C:24]([O:23][C:21]([N:11]1[CH:10]([C:12]([OH:14])=[O:13])[CH2:9][S:8][C@@H:7]1[CH:4]1[CH2:5][CH2:6][O:1][CH2:2][CH2:3]1)=[O:20])([CH3:27])([CH3:26])[CH3:25]. (4) Given the reactants O.[NH2:2][NH2:3].[Cl:4][C:5]1[CH:10]=[CH:9][C:8]([C:11](=O)[CH2:12][CH:13]([CH3:15])[CH3:14])=[C:7]([F:17])[CH:6]=1, predict the reaction product. The product is: [Cl:4][C:5]1[CH:10]=[CH:9][C:8]([C:11](=[N:2][NH2:3])[CH2:12][CH:13]([CH3:15])[CH3:14])=[C:7]([F:17])[CH:6]=1. (5) Given the reactants C[O:2][C:3](=O)[CH2:4][C:5]([NH:7][C:8]1[CH:13]=[CH:12][C:11]([O:14][CH2:15][C:16]2[CH:21]=[CH:20][CH:19]=[C:18]([F:22])[CH:17]=2)=[CH:10][CH:9]=1)=[O:6].O.[NH2:25][NH2:26], predict the reaction product. The product is: [F:22][C:18]1[CH:17]=[C:16]([CH:21]=[CH:20][CH:19]=1)[CH2:15][O:14][C:11]1[CH:12]=[CH:13][C:8]([NH:7][C:5](=[O:6])[CH2:4][C:3]([NH:25][NH2:26])=[O:2])=[CH:9][CH:10]=1. (6) Given the reactants [Br:1][C:2]1[CH:3]=[C:4]([C:12](=[CH:18][CH:19]2[CH2:23][CH2:22][C:21]3([O:28][CH2:27][C:26]([CH3:30])([CH3:29])[CH2:25][O:24]3)[CH2:20]2)[C:13]([O:15][CH2:16][CH3:17])=[O:14])[CH:5]=[CH:6][C:7]=1[S:8][CH:9]1[CH2:11][CH2:10]1.C1(B(O)[OH:35])CC1.P([O-])([O-])([O-])=O.[K+].[K+].[K+].[OH2:45], predict the reaction product. The product is: [Br:1][C:2]1[CH:3]=[C:4]([C:12](=[CH:18][CH:19]2[CH2:23][CH2:22][C:21]3([O:24][CH2:25][C:26]([CH3:29])([CH3:30])[CH2:27][O:28]3)[CH2:20]2)[C:13]([O:15][CH2:16][CH3:17])=[O:14])[CH:5]=[CH:6][C:7]=1[S:8]([CH:9]1[CH2:11][CH2:10]1)(=[O:35])=[O:45].